From a dataset of Peptide-MHC class I binding affinity with 185,985 pairs from IEDB/IMGT. Regression. Given a peptide amino acid sequence and an MHC pseudo amino acid sequence, predict their binding affinity value. This is MHC class I binding data. (1) The peptide sequence is RPRGAPTPT. The MHC is HLA-B57:01 with pseudo-sequence HLA-B57:01. The binding affinity (normalized) is 0.213. (2) The peptide sequence is YIEDELRRA. The MHC is HLA-A02:03 with pseudo-sequence HLA-A02:03. The binding affinity (normalized) is 0.486. (3) The peptide sequence is DDLVVICESA. The MHC is Patr-B2401 with pseudo-sequence Patr-B2401. The binding affinity (normalized) is 0. (4) The peptide sequence is YLMPYSVYI. The MHC is HLA-A02:03 with pseudo-sequence HLA-A02:03. The binding affinity (normalized) is 1.00. (5) The peptide sequence is SYSLFDMSKF. The MHC is HLA-A26:01 with pseudo-sequence HLA-A26:01. The binding affinity (normalized) is 0.194. (6) The peptide sequence is STYQPLPLY. The MHC is HLA-A02:01 with pseudo-sequence HLA-A02:01. The binding affinity (normalized) is 0.0847.